Dataset: Catalyst prediction with 721,799 reactions and 888 catalyst types from USPTO. Task: Predict which catalyst facilitates the given reaction. (1) Reactant: [F:1][CH:2]([F:37])[O:3][C:4]1[CH:9]=[CH:8][CH:7]=[CH:6][C:5]=1[CH2:10][C:11]1[N:15]2[CH:16]=[C:17]([C:20]3[CH:21]=[N:22][C:23]([N:26]4[CH2:31][CH2:30][C:29]([CH3:35])([C:32]([OH:34])=[O:33])[CH2:28][CH2:27]4)=[N:24][CH:25]=3)[CH:18]=[CH:19][C:14]2=[N:13][C:12]=1[CH3:36].CN(C=O)C.C(Cl)(=O)C(Cl)=O.[N:49]1([CH2:55][CH2:56]O)[CH2:54][CH2:53][O:52][CH2:51][CH2:50]1. Product: [F:37][CH:2]([F:1])[O:3][C:4]1[CH:9]=[CH:8][CH:7]=[CH:6][C:5]=1[CH2:10][C:11]1[N:15]2[CH:16]=[C:17]([C:20]3[CH:21]=[N:22][C:23]([N:26]4[CH2:31][CH2:30][C:29]([CH3:35])([C:32]([O:34][CH2:56][CH2:55][N:49]5[CH2:54][CH2:53][O:52][CH2:51][CH2:50]5)=[O:33])[CH2:28][CH2:27]4)=[N:24][CH:25]=3)[CH:18]=[CH:19][C:14]2=[N:13][C:12]=1[CH3:36]. The catalyst class is: 4. (2) Reactant: [OH-].[Na+].[Cl:3][C:4]1[CH:5]=[C:6]([C:14]2[O:18][N:17]=[C:16]([C:19]3[C:20]([O:32][CH3:33])=[C:21]([CH2:25][CH2:26][C:27]([O:29]CC)=[O:28])[CH:22]=[CH:23][CH:24]=3)[N:15]=2)[CH:7]=[CH:8][C:9]=1[O:10][CH:11]([CH3:13])[CH3:12].Cl. Product: [Cl:3][C:4]1[CH:5]=[C:6]([C:14]2[O:18][N:17]=[C:16]([C:19]3[C:20]([O:32][CH3:33])=[C:21]([CH2:25][CH2:26][C:27]([OH:29])=[O:28])[CH:22]=[CH:23][CH:24]=3)[N:15]=2)[CH:7]=[CH:8][C:9]=1[O:10][CH:11]([CH3:12])[CH3:13]. The catalyst class is: 378. (3) Reactant: Br[CH2:2][C:3]([C:5]1[CH:10]=[CH:9][CH:8]=[C:7]([C:11]([F:14])([F:13])[F:12])[CH:6]=1)=[O:4].B.C1COCC1. Product: [F:12][C:11]([F:14])([F:13])[C:7]1[CH:6]=[C:5]([C@@H:3]2[CH2:2][O:4]2)[CH:10]=[CH:9][CH:8]=1. The catalyst class is: 207. (4) Reactant: [CH2:1]([C:4]1[CH:9]=[CH:8][C:7]([O:10][CH3:11])=[C:6]([O:12][CH3:13])[CH:5]=1)[CH2:2][CH3:3].[C:14](OC(=O)C)(=[O:16])[CH3:15]. Product: [C:14]([C:9]1[C:4]([CH2:1][CH2:2][CH3:3])=[CH:5][C:6]([O:12][CH3:13])=[C:7]([O:10][CH3:11])[CH:8]=1)(=[O:16])[CH3:15]. The catalyst class is: 530. (5) The catalyst class is: 2. Product: [Br:15][CH:9]([C:4]1[CH:3]=[C:2]([Cl:1])[CH:7]=[C:6]([Cl:8])[CH:5]=1)[C:10]([F:13])([F:12])[F:11]. Reactant: [Cl:1][C:2]1[CH:3]=[C:4]([CH:9](O)[C:10]([F:13])([F:12])[F:11])[CH:5]=[C:6]([Cl:8])[CH:7]=1.[Br:15]N1C(=O)CCC1=O.P(OC1C=CC=CC=1)(OC1C=CC=CC=1)OC1C=CC=CC=1.